Predict which catalyst facilitates the given reaction. From a dataset of Catalyst prediction with 721,799 reactions and 888 catalyst types from USPTO. Reactant: [C:1]([O:5][C:6]([NH:8][C@:9]([CH3:32])([CH2:12][CH2:13][C:14]1[N:15]([CH3:31])[C:16]([C:19](=[O:30])[CH2:20][CH2:21][CH2:22][CH2:23][C:24]2[CH:29]=[CH:28][CH:27]=[CH:26][CH:25]=2)=[CH:17][CH:18]=1)[CH2:10][OH:11])=[O:7])([CH3:4])([CH3:3])[CH3:2].[Cr](O[Cr]([O-])(=O)=O)([O-])(=O)=O.[NH+]1C=CC=CC=1.[NH+]1C=CC=CC=1.CCOCC. Product: [C:1]([O:5][C:6]([NH:8][C@:9]([CH3:32])([CH2:12][CH2:13][C:14]1[N:15]([CH3:31])[C:16]([C:19](=[O:30])[CH2:20][CH2:21][CH2:22][CH2:23][C:24]2[CH:25]=[CH:26][CH:27]=[CH:28][CH:29]=2)=[CH:17][CH:18]=1)[CH:10]=[O:11])=[O:7])([CH3:4])([CH3:3])[CH3:2]. The catalyst class is: 4.